This data is from Full USPTO retrosynthesis dataset with 1.9M reactions from patents (1976-2016). The task is: Predict the reactants needed to synthesize the given product. (1) Given the product [CH:1]1([CH2:7][CH2:8][CH2:9][C@@H:10]([C:15]2[O:19][N:18]=[C:17]([CH2:20][S:21]([CH2:24][CH2:25][CH3:26])(=[O:23])=[O:22])[N:16]=2)[CH2:11][C:12]([NH:46][OH:45])=[O:13])[CH2:6][CH2:5][CH2:4][CH2:3][CH2:2]1, predict the reactants needed to synthesize it. The reactants are: [CH:1]1([CH2:7][CH2:8][CH2:9][C@@H:10]([C:15]2[O:19][N:18]=[C:17]([CH2:20][S:21]([CH2:24][CH2:25][CH3:26])(=[O:23])=[O:22])[N:16]=2)[CH2:11][C:12](O)=[O:13])[CH2:6][CH2:5][CH2:4][CH2:3][CH2:2]1.N1C(C)=CC=CC=1C.ClC(OCC(C)C)=O.C[Si](C)(C)[O:45][NH2:46]. (2) Given the product [CH:24]1([C:27]2[CH:33]=[CH:32][C:30]([N:31]3[CH2:13][CH2:12][C:6]4([CH2:7][CH2:8][N:9]([C:21](=[O:22])[CH2:20][C:16]([CH3:19])([CH3:18])[CH3:17])[CH2:10][CH2:11]4)[C:4]3=[O:5])=[CH:29][CH:28]=2)[CH2:26][CH2:25]1, predict the reactants needed to synthesize it. The reactants are: C(O[C:4]([C:6]1([CH2:12][CH2:13]OC)[CH2:11][CH2:10][NH:9][CH2:8][CH2:7]1)=[O:5])C.[C:16]([CH2:20][C:21](Cl)=[O:22])([CH3:19])([CH3:18])[CH3:17].[CH:24]1([C:27]2[CH:33]=[CH:32][C:30]([NH2:31])=[CH:29][CH:28]=2)[CH2:26][CH2:25]1. (3) Given the product [C:9]([S:10][CH2:2][C:3]([N:5]([CH3:7])[CH3:6])=[O:4])(=[NH:8])[NH2:11], predict the reactants needed to synthesize it. The reactants are: Cl[CH2:2][C:3]([N:5]([CH3:7])[CH3:6])=[O:4].[NH2:8][C:9]([NH2:11])=[S:10]. (4) The reactants are: [F:1][C:2]1[CH:7]=[C:6](F)[C:5]([F:9])=[CH:4][C:3]=1[N+:10]([O-:12])=[O:11].[CH2:13]([OH:20])[C:14]1[CH:19]=[CH:18][CH:17]=[CH:16][CH:15]=1.C(=O)([O-])[O-].[K+].[K+].O. Given the product [F:9][C:5]1[CH:4]=[C:3]([N+:10]([O-:12])=[O:11])[C:2]([F:1])=[CH:7][C:6]=1[O:20][CH2:13][C:14]1[CH:19]=[CH:18][CH:17]=[CH:16][CH:15]=1, predict the reactants needed to synthesize it. (5) The reactants are: [F:1][C:2]1[C:7]([C:8]#[N:9])=[C:6]([CH3:10])[C:5]([CH:11]2[CH2:13][O:12]2)=[CH:4][CH:3]=1.[C:14]([N:21]1[CH2:26][CH2:25][NH:24][C@@H:23]([CH2:27][OH:28])[CH2:22]1)([O:16][C:17]([CH3:20])([CH3:19])[CH3:18])=[O:15]. Given the product [C:8]([C:7]1[C:6]([CH3:10])=[C:5]([CH:11]([OH:12])[CH2:13][N:24]2[CH2:25][CH2:26][N:21]([C:14]([O:16][C:17]([CH3:18])([CH3:19])[CH3:20])=[O:15])[CH2:22][C@@H:23]2[CH2:27][OH:28])[CH:4]=[CH:3][C:2]=1[F:1])#[N:9], predict the reactants needed to synthesize it. (6) Given the product [Cl:1][C:2]1[CH:3]=[C:4]([C:9]2([C:16]([F:18])([F:17])[F:19])[O:13][N:12]=[C:11]([CH:14]=[O:15])[CH2:10]2)[CH:5]=[C:6]([Cl:8])[CH:7]=1, predict the reactants needed to synthesize it. The reactants are: [Cl:1][C:2]1[CH:3]=[C:4]([C:9]2([C:16]([F:19])([F:18])[F:17])[O:13][N:12]=[C:11]([CH2:14][OH:15])[CH2:10]2)[CH:5]=[C:6]([Cl:8])[CH:7]=1. (7) Given the product [CH3:1][C:2]1[C:6]([CH2:7][O:8][C:9]2[CH:16]=[C:15]([O:17][CH3:18])[C:14]([C:19]3[S:20][CH:21]=[CH:22][CH:23]=3)=[CH:13][C:10]=2/[CH:11]=[CH:26]/[C:25]([C:28]2[CH:36]=[CH:35][C:31]([C:32]([OH:34])=[O:33])=[CH:30][CH:29]=2)=[O:27])=[C:5]([CH3:24])[O:4][N:3]=1, predict the reactants needed to synthesize it. The reactants are: [CH3:1][C:2]1[C:6]([CH2:7][O:8][C:9]2[CH:16]=[C:15]([O:17][CH3:18])[C:14]([C:19]3[S:20][CH:21]=[CH:22][CH:23]=3)=[CH:13][C:10]=2[CH:11]=O)=[C:5]([CH3:24])[O:4][N:3]=1.[C:25]([C:28]1[CH:36]=[CH:35][C:31]([C:32]([OH:34])=[O:33])=[CH:30][CH:29]=1)(=[O:27])[CH3:26]. (8) Given the product [N+:1]([C:4]1[CH:5]=[CH:6][C:7]([CH2:8][C:9]([CH2:16][C:17]2[CH:22]=[CH:21][C:20]([N+:23]([O-:25])=[O:24])=[CH:19][CH:18]=2)([CH2:10][OH:11])[CH2:13][OH:14])=[CH:26][CH:27]=1)([O-:3])=[O:2], predict the reactants needed to synthesize it. The reactants are: [N+:1]([C:4]1[CH:27]=[CH:26][C:7]([CH2:8][C:9]([CH2:16][C:17]2[CH:22]=[CH:21][C:20]([N+:23]([O-:25])=[O:24])=[CH:19][CH:18]=2)([C:13](O)=[O:14])[C:10](O)=[O:11])=[CH:6][CH:5]=1)([O-:3])=[O:2].O. (9) The reactants are: Br[C:2]1[S:6][CH:5]=[C:4]([C:7]([OH:9])=[O:8])[CH:3]=1.C([O-])([O-])=O.[K+].[K+].CC1(C)COB([C:23]2[N:27]([CH3:28])[N:26]=[CH:25][CH:24]=2)OC1. Given the product [CH3:28][N:27]1[C:23]([C:2]2[S:6][CH:5]=[C:4]([C:7]([OH:9])=[O:8])[CH:3]=2)=[CH:24][CH:25]=[N:26]1, predict the reactants needed to synthesize it.